Dataset: Reaction yield outcomes from USPTO patents with 853,638 reactions. Task: Predict the reaction yield, written as a fraction of the theoretical maximum amount of product (1.0 means a 100% yield; for example, 0.34 means a 34% yield). The reactants are [C:1]1([C:7]2[O:8][C:9]([CH3:35])=[C:10]([CH2:12][O:13][C:14]3[CH:34]=[CH:33][C:17]([CH2:18][O:19][C:20]4[C:24]([CH:25]=O)=[CH:23][N:22]([C:27]5[CH:32]=[CH:31][CH:30]=[CH:29][CH:28]=5)[N:21]=4)=[CH:16][CH:15]=3)[N:11]=2)[CH:6]=[CH:5][CH:4]=[CH:3][CH:2]=1.C(OP([CH2:44][C:45]([O:47][CH2:48][CH3:49])=[O:46])(OCC)=O)C.CN(C)C=O.[H-].[Na+]. The catalyst is O. The product is [C:1]1([C:7]2[O:8][C:9]([CH3:35])=[C:10]([CH2:12][O:13][C:14]3[CH:34]=[CH:33][C:17]([CH2:18][O:19][C:20]4[C:24](/[CH:25]=[CH:44]/[C:45]([O:47][CH2:48][CH3:49])=[O:46])=[CH:23][N:22]([C:27]5[CH:32]=[CH:31][CH:30]=[CH:29][CH:28]=5)[N:21]=4)=[CH:16][CH:15]=3)[N:11]=2)[CH:2]=[CH:3][CH:4]=[CH:5][CH:6]=1. The yield is 0.860.